This data is from NCI-60 drug combinations with 297,098 pairs across 59 cell lines. The task is: Regression. Given two drug SMILES strings and cell line genomic features, predict the synergy score measuring deviation from expected non-interaction effect. Synergy scores: CSS=40.2, Synergy_ZIP=-7.67, Synergy_Bliss=-4.87, Synergy_Loewe=-15.6, Synergy_HSA=-3.19. Cell line: NCIH23. Drug 2: C1=NC2=C(N1)C(=S)N=C(N2)N. Drug 1: C1=CC(=CC=C1CC(C(=O)O)N)N(CCCl)CCCl.Cl.